Dataset: Full USPTO retrosynthesis dataset with 1.9M reactions from patents (1976-2016). Task: Predict the reactants needed to synthesize the given product. (1) Given the product [Cl:1][C:2]1[CH:3]=[C:4]2[C:8](=[CH:9][C:10]=1[Cl:11])[NH:7][N:6]=[C:5]2[I:14], predict the reactants needed to synthesize it. The reactants are: [Cl:1][C:2]1[CH:3]=[C:4]2[C:8](=[CH:9][C:10]=1[Cl:11])[NH:7][N:6]=[CH:5]2.[OH-].[K+].[I:14]I. (2) Given the product [Cl:1][C:2]1[CH:16]=[CH:15][C:5]([CH2:6][O:7][C:8]2[CH:13]=[CH:12][N:11]([C:18]3[CH:19]=[CH:20][C:21]4[N:25]=[C:24]([CH2:26][CH:27]([CH3:28])[CH3:29])[N:23]([CH3:30])[C:22]=4[CH:31]=3)[C:10](=[O:14])[CH:9]=2)=[CH:4][CH:3]=1, predict the reactants needed to synthesize it. The reactants are: [Cl:1][C:2]1[CH:16]=[CH:15][C:5]([CH2:6][O:7][C:8]2[CH:13]=[CH:12][NH:11][C:10](=[O:14])[CH:9]=2)=[CH:4][CH:3]=1.Br[C:18]1[CH:19]=[CH:20][C:21]2[N:25]=[C:24]([CH2:26][CH:27]([CH3:29])[CH3:28])[N:23]([CH3:30])[C:22]=2[CH:31]=1.C(=O)([O-])[O-].[K+].[K+].CNCCNC. (3) Given the product [I-:76].[C:71]([C:66]1[CH:67]=[CH:68][CH:69]=[CH:70][C:65]=1[C:62]1[CH:63]=[CH:64][C:59]([O:58][CH2:57][CH2:56][CH2:55][CH2:54][CH2:53][CH2:52][O:51][C:48]2[CH:49]=[CH:50][C:45]([S:44][CH:28]([S:27][C:24]3[CH:23]=[CH:22][C:21]([O:20][CH2:19][CH2:18][CH2:17][CH2:16][CH2:15][CH2:14][O:13][C:12]4[CH:11]=[CH:10][C:9]([C:4]5[CH:5]=[CH:6][CH:7]=[CH:8][C:3]=5[C:1]#[N:2])=[CH:74][CH:73]=4)=[CH:26][CH:25]=3)[CH2:29][O:30][C:31]3[CH:36]=[CH:35][C:34]([S:37][C:38]4[CH:43]=[CH:42][CH:41]=[CH:40][N+:39]=4[CH3:75])=[CH:33][CH:32]=3)=[CH:46][CH:47]=2)=[CH:60][CH:61]=1)#[N:72], predict the reactants needed to synthesize it. The reactants are: [C:1]([C:3]1[CH:8]=[CH:7][CH:6]=[CH:5][C:4]=1[C:9]1[CH:74]=[CH:73][C:12]([O:13][CH2:14][CH2:15][CH2:16][CH2:17][CH2:18][CH2:19][O:20][C:21]2[CH:26]=[CH:25][C:24]([S:27][CH:28]([S:44][C:45]3[CH:50]=[CH:49][C:48]([O:51][CH2:52][CH2:53][CH2:54][CH2:55][CH2:56][CH2:57][O:58][C:59]4[CH:64]=[CH:63][C:62]([C:65]5[CH:70]=[CH:69][CH:68]=[CH:67][C:66]=5[C:71]#[N:72])=[CH:61][CH:60]=4)=[CH:47][CH:46]=3)[CH2:29][O:30][C:31]3[CH:36]=[CH:35][C:34]([S:37][C:38]4[CH:43]=[CH:42][CH:41]=[CH:40][N:39]=4)=[CH:33][CH:32]=3)=[CH:23][CH:22]=2)=[CH:11][CH:10]=1)#[N:2].[CH3:75][I:76]. (4) Given the product [NH2:18][CH2:17][CH2:16][C@H:15]([C:11]1[CH:12]=[CH:13][CH:14]=[C:9]([O:8][CH2:7][CH:1]2[CH2:6][CH2:5][CH2:4][CH2:3][CH2:2]2)[CH:10]=1)[OH:19], predict the reactants needed to synthesize it. The reactants are: [CH:1]1([CH2:7][O:8][C:9]2[CH:10]=[C:11]([CH:15]([OH:19])[CH2:16][C:17]#[N:18])[CH:12]=[CH:13][CH:14]=2)[CH2:6][CH2:5][CH2:4][CH2:3][CH2:2]1.CSC.C1COCC1.C(O)(=O)[C@@H](C1C=CC=CC=1)O. (5) The reactants are: [CH2:1]([N:3]1[CH2:8][C@H:7]([CH3:9])[N:6]2[C:10]([C:20]([C:22]([O:24][CH3:25])=[O:23])=[CH2:21])=[C:11]([C:15]([O:17]CC)=O)[C:12]([O:13][CH3:14])=[C:5]2[C:4]1=[O:26])[CH3:2].[NH3:27]. Given the product [CH2:1]([N:3]1[CH2:8][C@H:7]([CH3:9])[N:6]2[C:10]3[C:20]([C:22]([O:24][CH3:25])=[O:23])=[CH:21][NH:27][C:15](=[O:17])[C:11]=3[C:12]([O:13][CH3:14])=[C:5]2[C:4]1=[O:26])[CH3:2], predict the reactants needed to synthesize it. (6) The reactants are: [NH2:1][C:2]1[S:3][C:4]([C:17]2[CH:22]=[CH:21][CH:20]=[C:19]([F:23])[CH:18]=2)=[C:5]([C:7]([N:9]2[CH2:14][C@H:13]3[C@H:11]([CH2:12]3)[C@H:10]2[CH2:15][NH2:16])=[O:8])[N:6]=1.[C:24]1([C:34](O)=[O:35])[C:33]2[C:28](=[CH:29][CH:30]=[CH:31][CH:32]=2)[CH:27]=[CH:26][CH:25]=1. Given the product [NH2:1][C:2]1[S:3][C:4]([C:17]2[CH:22]=[CH:21][CH:20]=[C:19]([F:23])[CH:18]=2)=[C:5]([C:7]([N:9]2[CH2:14][C@H:13]3[C@H:11]([CH2:12]3)[C@H:10]2[CH2:15][NH:16][C:34]([C:24]2[C:33]3[C:28](=[CH:29][CH:30]=[CH:31][CH:32]=3)[CH:27]=[CH:26][CH:25]=2)=[O:35])=[O:8])[N:6]=1, predict the reactants needed to synthesize it. (7) Given the product [C:1]([N:4]1[C:13]2[C:8](=[CH:9][C:10]([C:14]3[N:15]=[N:16][N:17]([CH2:19][CH2:20][OH:21])[CH:18]=3)=[CH:11][CH:12]=2)[C@H:7]([NH2:29])[CH2:6][C@@H:5]1[CH3:37])(=[O:3])[CH3:2], predict the reactants needed to synthesize it. The reactants are: [C:1]([N:4]1[C:13]2[C:8](=[CH:9][C:10]([C:14]3[N:15]=[N:16][N:17]([CH2:19][CH2:20][O:21][Si](C(C)(C)C)(C)C)[CH:18]=3)=[CH:11][CH:12]=2)[C@H:7]([NH:29]C(=O)OC(C)(C)C)[CH2:6][C@@H:5]1[CH3:37])(=[O:3])[CH3:2].FC(F)(F)C(O)=O. (8) Given the product [C:3]([C:5]1[CH:6]=[CH:7][C:8]([N:11]=[C:12]([S:13][CH3:2])[NH2:14])=[CH:9][CH:10]=1)#[N:4], predict the reactants needed to synthesize it. The reactants are: I[CH3:2].[C:3]([C:5]1[CH:10]=[CH:9][C:8]([NH:11][C:12]([NH2:14])=[S:13])=[CH:7][CH:6]=1)#[N:4].